From a dataset of Peptide-MHC class I binding affinity with 185,985 pairs from IEDB/IMGT. Regression. Given a peptide amino acid sequence and an MHC pseudo amino acid sequence, predict their binding affinity value. This is MHC class I binding data. The peptide sequence is ICGGTIDAY. The MHC is HLA-A01:01 with pseudo-sequence HLA-A01:01. The binding affinity (normalized) is 0.0200.